From a dataset of Experimentally validated miRNA-target interactions with 360,000+ pairs, plus equal number of negative samples. Binary Classification. Given a miRNA mature sequence and a target amino acid sequence, predict their likelihood of interaction. The miRNA is hsa-miR-16-5p with sequence UAGCAGCACGUAAAUAUUGGCG. The protein sequence of the target gene is MATSSAALPRILGAGARAPSRWLGFLGKATPRPARPSRRTLGSATALMIRESEDSTDFNDKILNEPLKHSDFFNVKELFSVRSLFDARVHLGHKAGCRHRFMEPYIFGSRLDHDIIDLEQTATHLQLALNFTAHMAYRKGIILFISRNRQFSYLIENMARDCGEYAHTRYFRGGMLTNARLLFGPTVRLPDLIIFLHTLNNIFEPHVAVRDAAKMNIPTVGIVDTNCNPCLITYPVPGNDDSPLAVHLYCRLFQTAITRAKEKRQQVEALYRLQGQKEPGDQGPAHPPGADMSHSL. Result: 1 (interaction).